Task: Predict the reactants needed to synthesize the given product.. Dataset: Full USPTO retrosynthesis dataset with 1.9M reactions from patents (1976-2016) (1) The reactants are: C([O:3][C:4](=[O:24])[C:5]([OH:23])([C:19]([F:22])([F:21])[F:20])[CH2:6][C:7]([C:10]1[CH:15]=[C:14]([F:16])[CH:13]=[CH:12][C:11]=1[O:17][CH3:18])([CH3:9])[CH3:8])C.[OH-].[K+]. Given the product [F:16][C:14]1[CH:13]=[CH:12][C:11]([O:17][CH3:18])=[C:10]([C:7]([CH3:8])([CH3:9])[CH2:6][C:5]([OH:23])([C:19]([F:22])([F:21])[F:20])[C:4]([OH:24])=[O:3])[CH:15]=1, predict the reactants needed to synthesize it. (2) Given the product [CH2:1]([O:3][C:4]([C:6]1[S:7][C:8]2[C:17]3[N:16]=[C:15]([NH:18][C:19]4[CH:24]=[CH:23][CH:22]=[C:21]([S:25](=[O:28])(=[O:27])[NH2:26])[CH:20]=4)[N:14]=[CH:13][C:12]=3[CH:11]=[CH:10][C:9]=2[N:29]=1)=[O:5])[CH3:2], predict the reactants needed to synthesize it. The reactants are: [CH2:1]([O:3][C:4]([C:6]1[S:7][C:8]2[C:17]3[N:16]=[C:15]([NH:18][C:19]4[CH:24]=[CH:23][CH:22]=[C:21]([S:25](=[O:28])(=[O:27])[NH2:26])[CH:20]=4)[N:14]=[CH:13][C:12]=3[CH2:11][CH2:10][C:9]=2[N:29]=1)=[O:5])[CH3:2].ClC1C(=O)C(C#N)=C(C#N)C(=O)C=1Cl. (3) Given the product [CH2:6]([O:5][C:3]([C:2]1[C:1](=[O:9])[N:23]([CH2:16][C:17]2[CH:18]=[CH:19][CH:20]=[CH:21][CH:22]=2)[C:28]2[C:27]([C:26]=1[OH:25])=[CH:32][C:31]([CH3:33])=[CH:30][CH:29]=2)=[O:4])[CH3:7], predict the reactants needed to synthesize it. The reactants are: [C:1]([O:9]CC)(=O)[CH2:2][C:3]([O:5][CH2:6][CH3:7])=[O:4].[H-].[Na+].[H][H].[CH2:16]([N:23]1[C:28]2[CH:29]=[CH:30][C:31]([CH3:33])=[CH:32][C:27]=2[C:26](=O)[O:25]C1=O)[C:17]1[CH:22]=[CH:21][CH:20]=[CH:19][CH:18]=1.Cl. (4) Given the product [Br:1][C:2]1[CH:6]=[N:5][N:4]([CH3:7])[C:3]=1[C:8]1[CH:9]=[C:10]([NH:16][C:26]([NH:25][C:20]2[CH:21]=[C:22]([F:24])[CH:23]=[C:18]([F:17])[CH:19]=2)=[O:27])[CH:11]=[CH:12][C:13]=1[O:14][CH3:15], predict the reactants needed to synthesize it. The reactants are: [Br:1][C:2]1[CH:6]=[N:5][N:4]([CH3:7])[C:3]=1[C:8]1[CH:9]=[C:10]([NH2:16])[CH:11]=[CH:12][C:13]=1[O:14][CH3:15].[F:17][C:18]1[CH:19]=[C:20]([N:25]=[C:26]=[O:27])[CH:21]=[C:22]([F:24])[CH:23]=1. (5) The reactants are: [CH2:1]([O:3][C:4](=[O:23])[CH2:5][N:6]1[CH:10]=[CH:9][N:8]=[C:7]1/[CH:11]=[CH:12]/[C:13]([O:15]CC1C=CC=CC=1)=[O:14])[CH3:2]. Given the product [CH2:1]([O:3][C:4](=[O:23])[CH2:5][N:6]1[CH:10]=[CH:9][N:8]=[C:7]1[CH2:11][CH2:12][C:13]([OH:15])=[O:14])[CH3:2], predict the reactants needed to synthesize it. (6) Given the product [OH:1][C@@H:2]1[O:8][C@H:7]([CH2:9][OH:10])[C@@H:5]([OH:6])[C@@H:3]1[OH:4].[C:19]([NH:16][C:15]1[CH:17]=[CH:18][NH:11][C:12](=[O:13])[N:14]=1)(=[O:26])[C:20]1[CH:25]=[CH:24][CH:23]=[CH:22][CH:21]=1, predict the reactants needed to synthesize it. The reactants are: [OH:1][C@@H:2]1[O:8][C@H:7]([CH2:9][OH:10])[C@@H:5]([OH:6])[C@@H:3]1[OH:4].[NH:11]1[CH:18]=[CH:17][C:15]([NH2:16])=[N:14][C:12]1=[O:13].[C:19](Cl)(=[O:26])[C:20]1[CH:25]=[CH:24][CH:23]=[CH:22][CH:21]=1.C(=O)(O)[O-].[Na+].